Dataset: Forward reaction prediction with 1.9M reactions from USPTO patents (1976-2016). Task: Predict the product of the given reaction. (1) Given the reactants [OH:1][CH:2]1[C:7](=O)[CH2:6][CH:5]([C:9]2[CH:14]=[CH:13][N:12]=[CH:11][C:10]=2[N+:15]([O-:17])=[O:16])[O:4][CH:3]1[CH3:18].[C:19]1([CH2:25][NH2:26])[CH:24]=[CH:23][CH:22]=[CH:21][CH:20]=1.[BH4-].[Li+], predict the reaction product. The product is: [CH2:25]([NH:26][CH:7]1[CH2:6][CH:5]([C:9]2[CH:14]=[CH:13][N:12]=[CH:11][C:10]=2[N+:15]([O-:17])=[O:16])[O:4][CH:3]([CH3:18])[CH:2]1[OH:1])[C:19]1[CH:24]=[CH:23][CH:22]=[CH:21][CH:20]=1. (2) Given the reactants [F:1][C:2]1[CH:3]=[C:4]([C@H:9]2[N:14]([CH2:15][C:16]([NH:18][C:19]3[CH:20]=[C:21]4[C:34](=[CH:35][CH:36]=3)[CH2:33][C@:23]3([C:31]5[C:26](=[N:27][CH:28]=[CH:29][CH:30]=5)[NH:25][C:24]3=[O:32])[CH2:22]4)=[O:17])[C:13](=[O:37])[C:12]([CH3:39])([CH3:38])[C:11](=O)[CH2:10]2)[CH:5]=[C:6]([F:8])[CH:7]=1.[BH3-]C#[N:43].[Na+], predict the reaction product. The product is: [NH2:43][C@@H:11]1[CH2:10][C@@H:9]([C:4]2[CH:3]=[C:2]([F:1])[CH:7]=[C:6]([F:8])[CH:5]=2)[N:14]([CH2:15][C:16]([NH:18][C:19]2[CH:20]=[C:21]3[C:34](=[CH:35][CH:36]=2)[CH2:33][C@:23]2([C:31]4[C:26](=[N:27][CH:28]=[CH:29][CH:30]=4)[NH:25][C:24]2=[O:32])[CH2:22]3)=[O:17])[C:13](=[O:37])[C:12]1([CH3:38])[CH3:39]. (3) Given the reactants C([Li])CCC.[C:6]([OH:10])(C)([CH3:8])[CH3:7].C([O:18][C:19](=O)[NH:20][C:21]1[CH:26]=[CH:25][C:24]([Br:27])=[C:23]([F:28])[CH:22]=1)C1C=CC=CC=1.C1C[O:33]CC1, predict the reaction product. The product is: [Br:27][C:24]1[CH:25]=[CH:26][C:21]([N:20]2[CH2:7][C@H:6]([CH2:8][OH:33])[O:10][C:19]2=[O:18])=[CH:22][C:23]=1[F:28]. (4) Given the reactants [C:12]([O:11][C:9](O[C:9]([O:11][C:12]([CH3:15])([CH3:14])[CH3:13])=[O:10])=[O:10])([CH3:15])([CH3:14])[CH3:13].[Cl:16][C:17]1[N:22]=[C:21]([N:23]2[CH2:28][CH2:27][CH2:26][C@@H:25]([NH:29][CH2:30][CH:31]3[CH2:33][CH2:32]3)[CH2:24]2)[CH:20]=[C:19]([CH2:34][CH2:35][CH3:36])[N:18]=1, predict the reaction product. The product is: [Cl:16][C:17]1[N:22]=[C:21]([N:23]2[CH2:28][CH2:27][CH2:26][C@@H:25]([N:29]([CH2:30][CH:31]3[CH2:33][CH2:32]3)[C:9](=[O:10])[O:11][C:12]([CH3:13])([CH3:14])[CH3:15])[CH2:24]2)[CH:20]=[C:19]([CH2:34][CH2:35][CH3:36])[N:18]=1.